Dataset: Reaction yield outcomes from USPTO patents with 853,638 reactions. Task: Predict the reaction yield, written as a fraction of the theoretical maximum amount of product (1.0 means a 100% yield; for example, 0.34 means a 34% yield). (1) The reactants are [CH:1]([C:3]1([OH:13])[CH2:12][CH2:11][CH2:10][CH2:9][CH2:8][CH2:7][CH2:6][CH2:5][CH2:4]1)=[CH2:2].C1(=O)CCCCCCCCC1. No catalyst specified. The product is [C:3]1(=[O:13])[CH2:1][CH2:2][CH2:4][CH2:5][CH2:6][CH2:7][CH2:8][CH2:9][CH2:10][CH2:11][CH2:12]1. The yield is 0.520. (2) The reactants are [F:1][C:2]1[CH:3]=[C:4]([CH:45]=[CH:46][CH:47]=1)[CH2:5][N:6]1[CH:10]=[C:9]([C:11]2[C:19]3[C:14](=[N:15][CH:16]=[C:17]([C:20]4[CH:25]=[CH:24][CH:23]=[C:22]([N:26]5[CH2:31][CH2:30][N:29]([CH:32]([CH3:34])[CH3:33])[CH2:28][CH2:27]5)[CH:21]=4)[CH:18]=3)[N:13](S(C3C=CC(C)=CC=3)(=O)=O)[CH:12]=2)[CH:8]=[N:7]1.[OH-].[Li+]. The catalyst is C1COCC1.CO.O. The product is [F:1][C:2]1[CH:3]=[C:4]([CH:45]=[CH:46][CH:47]=1)[CH2:5][N:6]1[CH:10]=[C:9]([C:11]2[C:19]3[C:14](=[N:15][CH:16]=[C:17]([C:20]4[CH:25]=[CH:24][CH:23]=[C:22]([N:26]5[CH2:31][CH2:30][N:29]([CH:32]([CH3:34])[CH3:33])[CH2:28][CH2:27]5)[CH:21]=4)[CH:18]=3)[NH:13][CH:12]=2)[CH:8]=[N:7]1. The yield is 0.133.